From a dataset of Forward reaction prediction with 1.9M reactions from USPTO patents (1976-2016). Predict the product of the given reaction. (1) Given the reactants [N:1]1[CH:6]=[CH:5][CH:4]=[C:3]([N:7]2[CH2:15][CH2:14][C:9]3([NH:13][CH2:12][CH2:11][CH2:10]3)[CH2:8]2)[CH:2]=1.[C:16]([OH:23])(=[O:22])[CH2:17][CH2:18][C:19]([OH:21])=[O:20].CC(C)=O, predict the reaction product. The product is: [C:16]([OH:23])(=[O:22])[CH2:17][CH2:18][C:19]([OH:21])=[O:20].[N:1]1[CH:6]=[CH:5][CH:4]=[C:3]([N:7]2[CH2:15][CH2:14][C:9]3([NH:13][CH2:12][CH2:11][CH2:10]3)[CH2:8]2)[CH:2]=1. (2) Given the reactants Br[CH2:2][C:3]([C:5]1[CH:13]=[CH:12][CH:11]=[C:10]2[C:6]=1[C:7]1([C:27]3[C:18](=[CH:19][C:20]4[O:25][CH2:24][CH2:23][O:22][C:21]=4[CH:26]=3)[O:17][CH2:16]1)[C:8](=[O:15])[N:9]2[CH3:14])=O.[OH2:28].[NH2:29][NH2:30].[C:31](O)(=O)C, predict the reaction product. The product is: [OH:28][C:31]1[NH:30][N:29]=[C:3]([C:5]2[CH:13]=[CH:12][CH:11]=[C:10]3[C:6]=2[C:7]2([C:27]4[C:18](=[CH:19][C:20]5[O:25][CH2:24][CH2:23][O:22][C:21]=5[CH:26]=4)[O:17][CH2:16]2)[C:8](=[O:15])[N:9]3[CH3:14])[CH:2]=1. (3) Given the reactants [F:1][C:2]([F:12])([F:11])[C:3]1[CH:8]=[CH:7][C:6]([CH2:9][OH:10])=[CH:5][CH:4]=1.[N:13]([C:16]1[CH:24]=[CH:23][CH:22]=[C:21]2[C:17]=1[CH:18]=[CH:19][NH:20]2)=[C:14]=[O:15].C(N(CC)CC)C, predict the reaction product. The product is: [NH:20]1[C:21]2[C:17](=[C:16]([NH:13][C:14](=[O:15])[O:10][CH2:9][C:6]3[CH:5]=[CH:4][C:3]([C:2]([F:11])([F:12])[F:1])=[CH:8][CH:7]=3)[CH:24]=[CH:23][CH:22]=2)[CH:18]=[CH:19]1. (4) Given the reactants [NH2:1][C:2]1[CH:3]=[C:4]([CH2:8][C:9]([OH:11])=[O:10])[CH:5]=[CH:6][CH:7]=1.OS(O)(=O)=O.[CH3:17]O, predict the reaction product. The product is: [NH2:1][C:2]1[CH:3]=[C:4]([CH2:8][C:9]([O:11][CH3:17])=[O:10])[CH:5]=[CH:6][CH:7]=1.